This data is from Forward reaction prediction with 1.9M reactions from USPTO patents (1976-2016). The task is: Predict the product of the given reaction. (1) Given the reactants [CH3:1][Si:2]([CH3:11])([CH3:10])[O:3][C@H:4]1[CH2:8][CH2:7][NH:6][C:5]1=[O:9].[C:12](O[C:12]([O:14][C:15]([CH3:18])([CH3:17])[CH3:16])=[O:13])([O:14][C:15]([CH3:18])([CH3:17])[CH3:16])=[O:13].C(N(CC)CC)C.CN(C1C=CC=CN=1)C.Cl, predict the reaction product. The product is: [O:9]=[C:5]1[C@@H:4]([O:3][Si:2]([CH3:11])([CH3:10])[CH3:1])[CH2:8][CH2:7][N:6]1[C:12]([O:14][C:15]([CH3:18])([CH3:17])[CH3:16])=[O:13]. (2) Given the reactants [O:1]=[C:2]1[N:8]([CH:9]2[CH2:14][CH2:13][N:12]([C:15]([O:17][C@H:18]([CH2:34][C:35]3[CH:40]=[C:39]([CH3:41])[C:38]([NH2:42])=[C:37]([NH2:43])[CH:36]=3)[C:19]([N:21]3[CH2:26][CH2:25][CH:24]([N:27]4[CH2:32][CH2:31][N:30]([CH3:33])[CH2:29][CH2:28]4)[CH2:23][CH2:22]3)=[O:20])=[O:16])[CH2:11][CH2:10]2)[CH2:7][CH2:6][C:5]2[CH:44]=[CH:45][CH:46]=[CH:47][C:4]=2[NH:3]1.[CH:48]1([CH:51]=O)[CH2:50][CH2:49]1, predict the reaction product. The product is: [O:1]=[C:2]1[N:8]([CH:9]2[CH2:14][CH2:13][N:12]([C:15]([O:17][C@H:18]([CH2:34][C:35]3[CH:40]=[C:39]([CH3:41])[C:38]4[NH:42][C:51]([CH:48]5[CH2:50][CH2:49]5)=[N:43][C:37]=4[CH:36]=3)[C:19]([N:21]3[CH2:26][CH2:25][CH:24]([N:27]4[CH2:28][CH2:29][N:30]([CH3:33])[CH2:31][CH2:32]4)[CH2:23][CH2:22]3)=[O:20])=[O:16])[CH2:11][CH2:10]2)[CH2:7][CH2:6][C:5]2[CH:44]=[CH:45][CH:46]=[CH:47][C:4]=2[NH:3]1. (3) Given the reactants Cl[C:2]1[C:11]2[C:6](=[CH:7][CH:8]=[C:9]([C:12]([O:14][CH3:15])=[O:13])[CH:10]=2)[N:5]=[C:4]([N:16]2[CH2:22][C:21]3[CH:23]=[CH:24][CH:25]=[CH:26][C:20]=3[S:19](=[O:28])(=[O:27])[CH2:18][CH2:17]2)[CH:3]=1.[O:29]1[CH2:32][C:31]([CH2:35][NH2:36])([CH2:33][NH2:34])[CH2:30]1, predict the reaction product. The product is: [NH2:34][CH2:33][C:31]1([CH2:35][NH:36][C:2]2[C:11]3[C:6](=[CH:7][CH:8]=[C:9]([C:12]([O:14][CH3:15])=[O:13])[CH:10]=3)[N:5]=[C:4]([N:16]3[CH2:22][C:21]4[CH:23]=[CH:24][CH:25]=[CH:26][C:20]=4[S:19](=[O:28])(=[O:27])[CH2:18][CH2:17]3)[CH:3]=2)[CH2:32][O:29][CH2:30]1. (4) The product is: [I:18][C:11]1[CH:10]=[C:9]2[C:14]([C:15](=[O:16])[C:6]([C:4]([OH:5])=[O:3])=[CH:7][NH:8]2)=[CH:13][C:12]=1[CH3:17]. Given the reactants C([O:3][C:4]([C:6]1[C:15](=[O:16])[C:14]2[C:9](=[CH:10][C:11]([I:18])=[C:12]([CH3:17])[CH:13]=2)[NH:8][CH:7]=1)=[O:5])C.Cl, predict the reaction product. (5) Given the reactants [CH3:1][N:2]1[CH:7]=[C:6](B2OC(C)(C)C(C)(C)O2)[CH:5]=[C:4]([NH:17][C:18]2[CH:23]=[CH:22][C:21]([C:24]([N:26]3[CH2:31][CH2:30][N:29]([CH3:32])[CH2:28][CH2:27]3)=[O:25])=[CH:20][N:19]=2)[C:3]1=[O:33].C([SiH2][O:39][C:40](C)(C)[C:41]1[C:46](B2OC(C)(C)C(C)(C)O2)=[CH:45][CH:44]=[CH:43][C:42]=1[N:56]1[CH:65]=[CH:64][C:63]2[C:58](=[CH:59][CH:60]=[C:61]([CH:66]3[CH2:68][CH2:67]3)[CH:62]=2)[C:57]1=[O:69])(C)(C)C.C(=O)([O-])[O-].[Cs+].[Cs+].O.ClCCl, predict the reaction product. The product is: [CH:66]1([C:61]2[CH:62]=[C:63]3[C:58](=[CH:59][CH:60]=2)[C:57](=[O:69])[N:56]([C:42]2[CH:43]=[CH:44][CH:45]=[C:46]([C:6]4[CH:5]=[C:4]([NH:17][C:18]5[CH:23]=[CH:22][C:21]([C:24]([N:26]6[CH2:31][CH2:30][N:29]([CH3:32])[CH2:28][CH2:27]6)=[O:25])=[CH:20][N:19]=5)[C:3](=[O:33])[N:2]([CH3:1])[CH:7]=4)[C:41]=2[CH2:40][OH:39])[CH:65]=[CH:64]3)[CH2:68][CH2:67]1. (6) Given the reactants Br[C:2]1[CH:7]=[C:6]([CH3:8])[CH:5]=[CH:4][C:3]=1[N+:9]([O-:11])=[O:10].[C:12]1(B(O)O)[CH:17]=[CH:16][CH:15]=[CH:14][CH:13]=1, predict the reaction product. The product is: [CH3:8][C:6]1[CH:5]=[CH:4][C:3]([N+:9]([O-:11])=[O:10])=[C:2]([C:12]2[CH:17]=[CH:16][CH:15]=[CH:14][CH:13]=2)[CH:7]=1. (7) The product is: [Cl:1][C:2]1[CH:10]=[CH:9][C:8]2[N:7]([CH2:27][CH2:26][C:23]3[CH:22]=[N:21][C:20]([C:19]([F:29])([F:18])[F:28])=[CH:25][CH:24]=3)[C:6]3[CH2:11][CH2:12][N:13]([CH3:17])[C:14]([CH3:15])([CH3:16])[C:5]=3[C:4]=2[CH:3]=1. Given the reactants [Cl:1][C:2]1[CH:10]=[CH:9][C:8]2[NH:7][C:6]3[CH2:11][CH2:12][N:13]([CH3:17])[C:14]([CH3:16])([CH3:15])[C:5]=3[C:4]=2[CH:3]=1.[F:18][C:19]([F:29])([F:28])[C:20]1[CH:25]=[CH:24][C:23]([CH:26]=[CH2:27])=[CH:22][N:21]=1.[OH-].[K+], predict the reaction product.